Dataset: Forward reaction prediction with 1.9M reactions from USPTO patents (1976-2016). Task: Predict the product of the given reaction. Given the reactants S(Cl)([Cl:3])=O.[C:5]([O:8][C:9]1[CH:10]=[C:11]([CH:15]=[CH:16][CH:17]=1)[C:12](O)=[O:13])(=[O:7])[CH3:6], predict the reaction product. The product is: [C:5]([O:8][C:9]1[CH:17]=[CH:16][CH:15]=[C:11]([C:12]([Cl:3])=[O:13])[CH:10]=1)(=[O:7])[CH3:6].